This data is from Forward reaction prediction with 1.9M reactions from USPTO patents (1976-2016). The task is: Predict the product of the given reaction. (1) The product is: [F:20][C:18]([F:21])([F:19])[C:15]1[N:14]=[CH:13][C:12]([O:11][C:6]2[CH:5]=[CH:4][C:3]([CH2:2][O:1][C:23]3[CH:35]=[C:27]4[N:28]([CH3:34])[C:29]([CH3:33])([CH3:32])[CH2:30][CH2:31][N:26]4[C:25](=[O:36])[N:24]=3)=[CH:10][C:7]=2[C:8]#[N:9])=[CH:17][CH:16]=1. Given the reactants [OH:1][CH2:2][C:3]1[CH:4]=[CH:5][C:6]([O:11][C:12]2[CH:13]=[N:14][C:15]([C:18]([F:21])([F:20])[F:19])=[CH:16][CH:17]=2)=[C:7]([CH:10]=1)[C:8]#[N:9].Cl[C:23]1[CH:35]=[C:27]2[N:28]([CH3:34])[C:29]([CH3:33])([CH3:32])[CH2:30][CH2:31][N:26]2[C:25](=[O:36])[N:24]=1, predict the reaction product. (2) Given the reactants [CH2:1]([O:3][C:4]([C:6]1[C:7]2[S:15][CH:14]=[C:13]([CH2:16][O:17][C:18]3[CH:23]=[CH:22][CH:21]=[C:20]([C:24]([O:26]C(C)(C)C)=[O:25])[CH:19]=3)[C:8]=2[C:9]([NH2:12])=[N:10][CH:11]=1)=[O:5])[CH3:2], predict the reaction product. The product is: [CH2:1]([O:3][C:4]([C:6]1[C:7]2[S:15][CH:14]=[C:13]([CH2:16][O:17][C:18]3[CH:23]=[CH:22][CH:21]=[C:20]([C:24]([OH:26])=[O:25])[CH:19]=3)[C:8]=2[C:9]([NH2:12])=[N:10][CH:11]=1)=[O:5])[CH3:2]. (3) Given the reactants [CH3:1][O:2][C:3]([C@@H:5]1[CH2:10][CH2:9][CH2:8][CH2:7][C@H:6]1[C:11]([OH:13])=O)=[O:4].C(Cl)(=O)C([Cl:17])=O, predict the reaction product. The product is: [Cl:17][C:11]([C@@H:6]1[CH2:7][CH2:8][CH2:9][CH2:10][C@H:5]1[C:3]([O:2][CH3:1])=[O:4])=[O:13]. (4) Given the reactants [CH2:1]([C@:3]12[CH2:27][CH2:26][C@:25]([C:29]([F:32])([F:31])[F:30])([OH:28])[CH2:24][C@@H:4]1[CH2:5][CH2:6][CH2:7][C:8]1[C:9]2=[CH:10][C:11]2[CH:12]=[N:13][N:14]([C:17]3[CH:22]=[CH:21][C:20]([F:23])=[CH:19][CH:18]=3)[C:15]=2[CH:16]=1)[CH3:2].[H-].[Na+].Br[CH2:36][C:37]([O:39]CC)=O.CO.[NH3:44], predict the reaction product. The product is: [CH2:1]([C@:3]12[CH2:27][CH2:26][C@@:25]([O:28][CH2:36][C:37]([NH2:44])=[O:39])([C:29]([F:32])([F:31])[F:30])[CH2:24][C@@H:4]1[CH2:5][CH2:6][CH2:7][C:8]1[C:9]2=[CH:10][C:11]2[CH:12]=[N:13][N:14]([C:17]3[CH:18]=[CH:19][C:20]([F:23])=[CH:21][CH:22]=3)[C:15]=2[CH:16]=1)[CH3:2]. (5) Given the reactants [F:1][C:2]([F:12])([F:11])[C@@H:3]([C:5]1[CH:10]=[CH:9][CH:8]=[CH:7][CH:6]=1)[OH:4].Cl[C:14]1[N:15]=[C:16]([OH:30])[C:17]2[CH:23]=[CH:22][N:21]=[C:20]([C:24]3[N:25]=[CH:26][N:27]([CH3:29])[CH:28]=3)[C:18]=2[N:19]=1, predict the reaction product. The product is: [CH3:29][N:27]1[CH:28]=[C:24]([C:20]2[C:18]3[N:19]=[C:14]([O:4][C@H:3]([C:5]4[CH:10]=[CH:9][CH:8]=[CH:7][CH:6]=4)[C:2]([F:11])([F:12])[F:1])[N:15]=[C:16]([OH:30])[C:17]=3[CH:23]=[CH:22][N:21]=2)[N:25]=[CH:26]1.